Dataset: Catalyst prediction with 721,799 reactions and 888 catalyst types from USPTO. Task: Predict which catalyst facilitates the given reaction. Reactant: [Cl:1][C:2]1[CH:7]=[CH:6][C:5]([CH2:8][NH:9][N:10]2[C:15](=[O:16])[C:14]3[CH:17]=[CH:18][N:19]=[CH:20][C:13]=3[N:12]=[C:11]2[C:21]2[CH:26]=[CH:25][C:24]([N+:27]([O-])=O)=[C:23]([CH3:30])[CH:22]=2)=[CH:4][CH:3]=1. Product: [NH2:27][C:24]1[CH:25]=[CH:26][C:21]([C:11]2[N:10]([NH:9][CH2:8][C:5]3[CH:6]=[CH:7][C:2]([Cl:1])=[CH:3][CH:4]=3)[C:15](=[O:16])[C:14]3[CH:17]=[CH:18][N:19]=[CH:20][C:13]=3[N:12]=2)=[CH:22][C:23]=1[CH3:30]. The catalyst class is: 696.